Dataset: HIV replication inhibition screening data with 41,000+ compounds from the AIDS Antiviral Screen. Task: Binary Classification. Given a drug SMILES string, predict its activity (active/inactive) in a high-throughput screening assay against a specified biological target. (1) The molecule is O=C(C=Cc1c(O)ccc2ccccc12)c1ccccc1. The result is 0 (inactive). (2) The drug is Oc1cc(Br)cc2cc(Br)cnc12. The result is 0 (inactive). (3) The result is 0 (inactive). The molecule is CSc1n[n+]2c(s1)SCCC2.[I-]. (4) The molecule is COC(=O)C1CCC(=O)N1C(c1ccccc1)c1ccc(OC)c(OC)c1. The result is 0 (inactive). (5) The result is 0 (inactive). The drug is O=c1c2nc(-c3ccccc3)oc2n(-c2ccccc2)c(=O)n1-c1ccccc1. (6) The compound is Cn1c(=O)oc2cc(Br)ccc21. The result is 0 (inactive). (7) The molecule is Cc1cc(Cl)ccc1NC(=O)CCCC(=O)C1CC(=NO)CCC1=NO. The result is 0 (inactive). (8) The compound is O=C(O)C1C2c3ccccc3C(c3ccccc32)C1C(=O)O. The result is 0 (inactive).